From a dataset of HIV replication inhibition screening data with 41,000+ compounds from the AIDS Antiviral Screen. Binary Classification. Given a drug SMILES string, predict its activity (active/inactive) in a high-throughput screening assay against a specified biological target. The compound is Oc1ccccc1-c1nnc2n1N=C(c1ccc(-c3ccccc3)cc1)CS2. The result is 0 (inactive).